Dataset: TCR-epitope binding with 47,182 pairs between 192 epitopes and 23,139 TCRs. Task: Binary Classification. Given a T-cell receptor sequence (or CDR3 region) and an epitope sequence, predict whether binding occurs between them. (1) Result: 0 (the TCR does not bind to the epitope). The epitope is KAFSPEVIPMF. The TCR CDR3 sequence is CASSFRTSGGDTQYF. (2) The epitope is QARQMVQAMRTIGTHP. The TCR CDR3 sequence is CASRQESTEAFF. Result: 1 (the TCR binds to the epitope). (3) The epitope is LVLSVNPYV. The TCR CDR3 sequence is CASSRLGAESYNSPLHF. Result: 1 (the TCR binds to the epitope). (4) The epitope is HLVDFQVTI. The TCR CDR3 sequence is CASYRSDRPTEAFF. Result: 0 (the TCR does not bind to the epitope). (5) The epitope is HPVGEADYFEY. The TCR CDR3 sequence is CASSVRPGLAGGGTGELFF. Result: 1 (the TCR binds to the epitope). (6) The epitope is LEPLVDLPI. The TCR CDR3 sequence is CASSQGLGPTGELFF. Result: 1 (the TCR binds to the epitope). (7) The TCR CDR3 sequence is CASRFPGAAPLNF. The epitope is FPRPWLHGL. Result: 0 (the TCR does not bind to the epitope). (8) The TCR CDR3 sequence is CASSQDFLQPNTEAFF. Result: 1 (the TCR binds to the epitope). The epitope is KAYNVTQAF. (9) The epitope is KTWGQYWQV. The TCR CDR3 sequence is CASSAGANQPQHF. Result: 0 (the TCR does not bind to the epitope).